This data is from Full USPTO retrosynthesis dataset with 1.9M reactions from patents (1976-2016). The task is: Predict the reactants needed to synthesize the given product. (1) Given the product [CH3:66][C:65]([O:64][C:63]([NH:62][CH2:61][CH2:60][NH:59][S:56]([C:54]1[S:55][C:51]([C:19]2[CH:18]=[CH:17][N:16]=[C:15]3[NH:11][C:12]([C:29]4[CH2:30][CH2:31][CH2:32][N:33]([C:35]([O:37][C:38]([CH3:41])([CH3:40])[CH3:39])=[O:36])[CH:34]=4)=[CH:13][C:14]=23)=[CH:52][CH:53]=1)(=[O:58])=[O:57])=[O:69])([CH3:68])[CH3:67], predict the reactants needed to synthesize it. The reactants are: CC1C=CC(S([N:11]2[C:15]3=[N:16][CH:17]=[CH:18][C:19](B4OC(C)(C)C(C)(C)O4)=[C:14]3[CH:13]=[C:12]2[C:29]2[CH2:30][CH2:31][CH2:32][N:33]([C:35]([O:37][C:38]([CH3:41])([CH3:40])[CH3:39])=[O:36])[CH:34]=2)(=O)=O)=CC=1.[O-]P([O-])([O-])=O.[K+].[K+].[K+].Br[C:51]1[S:55][C:54]([S:56]([NH:59][CH2:60][CH2:61][NH:62][C:63](=[O:69])[O:64][C:65]([CH3:68])([CH3:67])[CH3:66])(=[O:58])=[O:57])=[CH:53][CH:52]=1.[OH-].[Na+]. (2) Given the product [N:6]1[CH:7]=[CH:8][C:3]([P:9](=[O:16])([O:13][CH2:14][CH3:15])[O:10][CH2:11][CH3:12])=[CH:4][CH:5]=1, predict the reactants needed to synthesize it. The reactants are: Cl.Br[C:3]1[CH:8]=[CH:7][N:6]=[CH:5][CH:4]=1.[P:9]([O-:16])([O:13][CH2:14][CH3:15])[O:10][CH2:11][CH3:12].C1(C)C=CC=CC=1. (3) Given the product [OH:26][C:20](=[CH:12][C:11](=[O:13])[C:14]1[CH:19]=[CH:18][CH:17]=[CH:16][CH:15]=1)[C:21]([O:23][CH2:24][CH3:25])=[O:22], predict the reactants needed to synthesize it. The reactants are: C[Si]([N-][Si](C)(C)C)(C)C.[K+].[C:11]([C:14]1[CH:19]=[CH:18][CH:17]=[CH:16][CH:15]=1)(=[O:13])[CH3:12].[C:20](OCC)(=[O:26])[C:21]([O:23][CH2:24][CH3:25])=[O:22]. (4) Given the product [C:1]1([CH3:25])[CH:6]=[CH:5][C:4]([S:7]([CH2:10][CH2:11][O:12][C:13](=[O:24])[CH2:14][CH2:15][C:16]2[CH:21]=[C:20]([S:27]([Cl:26])(=[O:29])=[O:28])[CH:19]=[CH:18][C:17]=2[O:22][CH3:23])(=[O:8])=[O:9])=[CH:3][CH:2]=1, predict the reactants needed to synthesize it. The reactants are: [C:1]1([CH3:25])[CH:6]=[CH:5][C:4]([S:7]([CH2:10][CH2:11][O:12][C:13](=[O:24])[CH2:14][CH2:15][C:16]2[CH:21]=[CH:20][CH:19]=[CH:18][C:17]=2[O:22][CH3:23])(=[O:9])=[O:8])=[CH:3][CH:2]=1.[Cl:26][S:27](O)(=[O:29])=[O:28]. (5) Given the product [CH:37]1([C:34]2[O:35][CH:36]=[C:32]([C:29]3[CH:30]=[CH:31][C:26]([O:25][C:22]4[CH:23]=[CH:24][C:19]([CH:17]([OH:18])[CH2:16][C:5]([NH:4][C:1](=[O:3])[CH3:2])([CH2:11][OH:12])[CH2:6][OH:7])=[CH:20][CH:21]=4)=[CH:27][CH:28]=3)[N:33]=2)[CH2:39][CH2:38]1, predict the reactants needed to synthesize it. The reactants are: [C:1]([NH:4][C:5]([CH2:16][C:17]([C:19]1[CH:24]=[CH:23][C:22]([O:25][C:26]2[CH:31]=[CH:30][C:29]([C:32]3[N:33]=[C:34]([CH:37]4[CH2:39][CH2:38]4)[O:35][CH:36]=3)=[CH:28][CH:27]=2)=[CH:21][CH:20]=1)=[O:18])([C:11](OCC)=[O:12])[C:6](OCC)=[O:7])(=[O:3])[CH3:2].OP([O-])([O-])=O.[K+].[K+].[BH4-].[Na+].[OH-].[Na+].